This data is from Peptide-MHC class I binding affinity with 185,985 pairs from IEDB/IMGT. The task is: Regression. Given a peptide amino acid sequence and an MHC pseudo amino acid sequence, predict their binding affinity value. This is MHC class I binding data. (1) The peptide sequence is IILNKIVQL. The MHC is HLA-A02:03 with pseudo-sequence HLA-A02:03. The binding affinity (normalized) is 0.179. (2) The peptide sequence is LTRNPAWRK. The MHC is HLA-A11:01 with pseudo-sequence HLA-A11:01. The binding affinity (normalized) is 0.235. (3) The peptide sequence is KLSPSPSSRV. The MHC is HLA-A02:03 with pseudo-sequence HLA-A02:03. The binding affinity (normalized) is 0.649.